From a dataset of Full USPTO retrosynthesis dataset with 1.9M reactions from patents (1976-2016). Predict the reactants needed to synthesize the given product. (1) The reactants are: [I:1][C:2]1[C:10]2[C:9](=O)[NH:8][CH:7]=[N:6][C:5]=2[NH:4][CH:3]=1.[C:12](=[O:15])([O-])[O-].[K+].[K+].[C:18]1(C)C=CC(S(OC)(=O)=O)=CC=1.O. Given the product [I:1][C:2]1[C:10]2[C:12](=[O:15])[N:8]([CH3:9])[CH:7]=[N:6][C:5]=2[N:4]([CH3:18])[CH:3]=1, predict the reactants needed to synthesize it. (2) Given the product [C:1]1([S:7]([N:10]2[C:14]3=[N:15][CH:16]=[C:17]([C:19]#[N:20])[CH:18]=[C:13]3[C:12]([C:21](=[O:22])[C:23]3[C:28]([F:29])=[CH:27][CH:26]=[C:25]([NH:30][S:31](=[O:36])(=[O:37])[N:32]([CH2:34][CH3:35])[CH3:33])[C:24]=3[F:38])=[CH:11]2)(=[O:8])=[O:9])[CH:6]=[CH:5][CH:4]=[CH:3][CH:2]=1, predict the reactants needed to synthesize it. The reactants are: [C:1]1([S:7]([N:10]2[C:14]3=[N:15][CH:16]=[C:17]([C:19]#[N:20])[CH:18]=[C:13]3[C:12]([CH:21]([C:23]3[C:28]([F:29])=[CH:27][CH:26]=[C:25]([NH:30][S:31](=[O:37])(=[O:36])[N:32]([CH2:34][CH3:35])[CH3:33])[C:24]=3[F:38])[OH:22])=[CH:11]2)(=[O:9])=[O:8])[CH:6]=[CH:5][CH:4]=[CH:3][CH:2]=1.CC(OI1(OC(C)=O)(OC(C)=O)OC(=O)C2C=CC=CC1=2)=O. (3) Given the product [NH2:11][N:12]1[C:20]2[C:19]([CH3:21])=[C:18]([CH3:22])[N:17]=[C:16]([Cl:23])[C:15]=2[N:14]=[C:13]1[CH2:24][CH2:25][OH:26], predict the reactants needed to synthesize it. The reactants are: B(Br)(Br)Br.C(OC(=O)[NH:11][N:12]1[C:20]2[C:19]([CH3:21])=[C:18]([CH3:22])[N:17]=[C:16]([Cl:23])[C:15]=2[N:14]=[C:13]1[CH2:24][CH2:25][O:26]C)(C)(C)C. (4) The reactants are: Cl[CH2:2][C:3]1[CH:8]=[CH:7][CH:6]=[CH:5][C:4]=1[CH2:9][C:10]([OH:12])=[O:11].[NH:13]1[CH2:18][CH2:17][O:16][CH2:15][CH2:14]1. Given the product [O:16]1[CH2:17][CH2:18][N:13]([CH2:2][C:3]2[CH:8]=[CH:7][CH:6]=[CH:5][C:4]=2[CH2:9][C:10]([OH:12])=[O:11])[CH2:14][CH2:15]1, predict the reactants needed to synthesize it.